Dataset: Reaction yield outcomes from USPTO patents with 853,638 reactions. Task: Predict the reaction yield, written as a fraction of the theoretical maximum amount of product (1.0 means a 100% yield; for example, 0.34 means a 34% yield). (1) The reactants are [CH3:1][N:2]1[C:6](O)=[CH:5][C:4]([C:8]2[CH:13]=[CH:12][CH:11]=[CH:10][N:9]=2)=[N:3]1.P(Br)(Br)([Br:16])=O. No catalyst specified. The product is [Br:16][C:6]1[N:2]([CH3:1])[N:3]=[C:4]([C:8]2[CH:13]=[CH:12][CH:11]=[CH:10][N:9]=2)[CH:5]=1. The yield is 0.470. (2) The reactants are [CH3:1][S:2]([NH:5][CH2:6][C:7]1[C:15]2[S:14](=[O:17])(=[O:16])[N:13]=[C:12]([CH2:18][C:19]([OH:21])=O)[NH:11][C:10]=2[S:9][CH:8]=1)(=[O:4])=[O:3].F[P-](F)(F)(F)(F)F.N1([O:38][C:39](N(C)C)=[N+](C)C)C2N=CC=CC=2N=N1.CN1CCOCC1.C(OC(=O)[CH:57]([CH3:68])[CH2:58][NH:59][CH2:60][C:61]1[CH:66]=[CH:65][C:64]([F:67])=[CH:63][CH:62]=1)C.[O-]CC.[Na+].C(O)C. The catalyst is CN(C)C=O. The product is [F:67][C:64]1[CH:63]=[CH:62][C:61]([CH2:60][N:59]2[CH2:58][CH:57]([CH3:68])[C:19]([OH:21])=[C:18]([C:12]3[NH:11][C:10]4[S:9][CH:8]=[C:7]([CH2:6][NH:5][S:2]([CH3:1])(=[O:3])=[O:4])[C:15]=4[S:14](=[O:16])(=[O:17])[N:13]=3)[C:39]2=[O:38])=[CH:66][CH:65]=1. The yield is 0.250. (3) The reactants are [F:1][C:2]1[CH:3]=[C:4]2[C:8](=[CH:9][CH:10]=1)[NH:7][C:6](=[O:11])[C:5]2=[O:12].[H-].[Na+].[CH3:15][O:16][C:17]1[CH:24]=[CH:23][C:20]([CH2:21]Cl)=[CH:19][CH:18]=1.O. The catalyst is CN(C=O)C.C(OCC)(=O)C.CCCCCC. The product is [F:1][C:2]1[CH:3]=[C:4]2[C:8](=[CH:9][CH:10]=1)[N:7]([CH2:21][C:20]1[CH:23]=[CH:24][C:17]([O:16][CH3:15])=[CH:18][CH:19]=1)[C:6](=[O:11])[C:5]2=[O:12]. The yield is 0.800.